Dataset: Catalyst prediction with 721,799 reactions and 888 catalyst types from USPTO. Task: Predict which catalyst facilitates the given reaction. (1) Reactant: [BH4-].[Na+].[Cl:3][C:4]1[CH:12]=[C:11]2[C:7]([C:8]([C:20](=[O:25])[C:21]([F:24])([F:23])[F:22])=[CH:9][N:10]2[C:13]([O:15][C:16]([CH3:19])([CH3:18])[CH3:17])=[O:14])=[CH:6][CH:5]=1. Product: [Cl:3][C:4]1[CH:12]=[C:11]2[C:7]([C:8]([CH:20]([OH:25])[C:21]([F:22])([F:23])[F:24])=[CH:9][N:10]2[C:13]([O:15][C:16]([CH3:19])([CH3:18])[CH3:17])=[O:14])=[CH:6][CH:5]=1. The catalyst class is: 8. (2) Reactant: [F:1][C@@H:2]1[CH2:19][CH:5]2[C:6](=[O:18])[C:7]3[CH:14]=[C:13]([O:15][CH3:16])[C:12]([OH:17])=[CH:11][C:8]=3[N:9]=[CH:10][C@@H:4]2[CH2:3]1.[C:20]([O-:23])([O-])=O.[Cs+].[Cs+].CS(O[CH2:31][CH2:32][P:33]([CH2:55][CH2:56][O:57]S(C)(=O)=O)([N:35]([CH3:54])[CH2:36][CH2:37][CH2:38][N:39]([CH3:53])[C:40](=[O:52])[CH2:41][CH2:42][CH2:43][S:44][S:45][C:46]1[CH:51]=[CH:50][CH:49]=[CH:48][N:47]=1)=[O:34])(=O)=O. Product: [F:1][C@@H:2]1[CH2:19][CH:5]2[C:6](=[O:18])[C:7]3[CH:14]=[C:13]([O:15][CH3:16])[C:12]([O:17][CH2:31][CH2:32][P:33]([N:35]([CH3:54])[CH2:36][CH2:37][CH2:38][N:39]([CH3:53])[C:40](=[O:52])[CH2:41][CH2:42][CH2:43][S:44][S:45][C:46]4[CH:51]=[CH:50][CH:49]=[CH:48][N:47]=4)([CH2:55][CH2:56][O:57][C:12]4[C:13]([O:23][CH3:20])=[CH:14][C:7]5[C:6](=[O:18])[CH:5]6[CH2:19][C@@H:2]([F:1])[CH2:3][C@H:4]6[CH:10]=[N:9][C:8]=5[CH:11]=4)=[O:34])=[CH:11][C:8]=3[N:9]=[CH:10][C@@H:4]2[CH2:3]1. The catalyst class is: 131. (3) Reactant: [H-].[Na+].[Br:3][C:4]1[C:13]2[C:8](=[CH:9][CH:10]=[CH:11][CH:12]=2)[CH:7]=[C:6]([OH:14])[CH:5]=1.Cl[Si:16]([CH:23]([CH3:25])[CH3:24])([CH:20]([CH3:22])[CH3:21])[CH:17]([CH3:19])[CH3:18].O. Product: [Br:3][C:4]1[C:13]2[C:8](=[CH:9][CH:10]=[CH:11][CH:12]=2)[CH:7]=[C:6]([O:14][Si:16]([CH:23]([CH3:25])[CH3:24])([CH:20]([CH3:22])[CH3:21])[CH:17]([CH3:19])[CH3:18])[CH:5]=1. The catalyst class is: 1. (4) Reactant: [O-2:1].[Ti+4:2].[O-2:3].C(=O)([O-])[O-].[K+:8].[K+].[OH-:10].[Mg+2:11].[OH-].CN1[C@@H]([C@H]2OC(=O)C3C(OC)=C(OC)C=CC2=3)C2C(=CC(O)=C(O)C=2OC)CC1. Product: [O-:1][Ti:2]([O-:10])=[O:3].[O-:1][Ti:2]([O-:10])=[O:3].[Mg+2:11].[K+:8].[K+:8]. The catalyst class is: 6. (5) Reactant: Cl.[C:2]([C:4]1[CH:5]=[C:6]([C:11]2[N:21]=[CH:20][CH:19]=[C:18](C)[C:12]=2[C:13]([O:15][CH2:16][CH3:17])=[O:14])[CH:7]=[CH:8][C:9]=1[OH:10])#[N:3].CS(O[CH2:28][CH2:29][C:30]1[CH:35]=[CH:34][C:33]([C:36]([F:39])([F:38])[F:37])=[CH:32][CH:31]=1)(=O)=O.[C:40](=O)([O-])[O-].[K+].[K+]. Product: [C:2]([C:4]1[CH:5]=[C:6]([C:11]2[N:21]=[C:20]([CH3:40])[CH:19]=[CH:18][C:12]=2[C:13]([O:15][CH2:16][CH3:17])=[O:14])[CH:7]=[CH:8][C:9]=1[O:10][CH2:28][CH2:29][C:30]1[CH:31]=[CH:32][C:33]([C:36]([F:37])([F:38])[F:39])=[CH:34][CH:35]=1)#[N:3]. The catalyst class is: 3. (6) The catalyst class is: 142. Reactant: [C:1]([NH:9][CH2:10][C:11]([OH:13])=[O:12])(=O)[C:2]1[CH:7]=[CH:6][CH:5]=[CH:4][CH:3]=1.[CH2:14]([O:16][CH:17](OCC)OCC)[CH3:15].C(OC(=O)C)(=O)C. Product: [CH2:14]([O:16]/[CH:17]=[C:10]1\[N:9]=[C:1]([C:2]2[CH:3]=[CH:4][CH:5]=[CH:6][CH:7]=2)[O:13][C:11]\1=[O:12])[CH3:15].